This data is from Forward reaction prediction with 1.9M reactions from USPTO patents (1976-2016). The task is: Predict the product of the given reaction. (1) Given the reactants CC1(C)CCCC(C)(C)N1.C([Li])CCC.[Cl:16][C:17]1[C:22]([F:23])=[CH:21][C:20]([F:24])=[CH:19][C:18]=1[O:25][CH3:26].[B:27](OC(C)C)([O:32]C(C)C)[O:28]C(C)C.OS([O-])(=O)=O.[Na+], predict the reaction product. The product is: [Cl:16][C:17]1[C:22]([F:23])=[C:21]([B:27]([OH:32])[OH:28])[C:20]([F:24])=[CH:19][C:18]=1[O:25][CH3:26]. (2) Given the reactants [CH3:1][S:2][C:3]1[O:4][C:5]2[CH:11]=[C:10]([C:12](OC)=[O:13])[CH:9]=[CH:8][C:6]=2[N:7]=1.[H-].C([Al+]CC(C)C)C(C)C, predict the reaction product. The product is: [CH3:1][S:2][C:3]1[O:4][C:5]2[CH:11]=[C:10]([CH2:12][OH:13])[CH:9]=[CH:8][C:6]=2[N:7]=1. (3) Given the reactants Br[C:2]1[CH:3]=[C:4]([O:9][C:10]2[C:11]([F:27])=[C:12]([CH2:17][NH:18][C:19]([C:21]3[NH:25][CH:24]=[N:23][C:22]=3[Cl:26])=[O:20])[CH:13]=[CH:14][C:15]=2[Cl:16])[CH:5]=[C:6]([Cl:8])[CH:7]=1.[CH3:28][C@H:29]([OH:32])[C:30]#[CH:31], predict the reaction product. The product is: [Cl:26][C:22]1[N:23]=[CH:24][NH:25][C:21]=1[C:19]([NH:18][CH2:17][C:12]1[CH:13]=[CH:14][C:15]([Cl:16])=[C:10]([O:9][C:4]2[CH:3]=[C:2]([C:31]#[C:30][C@@H:29]([OH:32])[CH3:28])[CH:7]=[C:6]([Cl:8])[CH:5]=2)[C:11]=1[F:27])=[O:20]. (4) Given the reactants Br[CH2:2][C:3]#[N:4].C(N(C(C)C)C(C)C)C.[CH3:14][O:15][C:16]1[C:36]([O:37][CH3:38])=[CH:35][C:19]([CH2:20][O:21][C:22]([N:24]([CH3:34])[C@@H:25]([CH2:29][S:30][S:31][CH2:32][CH3:33])[C:26]([OH:28])=[O:27])=[O:23])=[C:18]([N+:39]([O-:41])=[O:40])[CH:17]=1.[Cl-].[NH4+], predict the reaction product. The product is: [CH3:14][O:15][C:16]1[C:36]([O:37][CH3:38])=[CH:35][C:19]([CH2:20][O:21][C:22]([N:24]([CH3:34])[C@@H:25]([CH2:29][S:30][S:31][CH2:32][CH3:33])[C:26]([O:28][CH2:2][C:3]#[N:4])=[O:27])=[O:23])=[C:18]([N+:39]([O-:41])=[O:40])[CH:17]=1. (5) Given the reactants [CH3:1][O:2][C:3]1[CH:8]=[CH:7][N:6]=[C:5]([CH2:9][CH2:10][C:11]2[NH:20][C:14]3=[N:15][CH:16]=[C:17](I)[CH:18]=[C:13]3[N:12]=2)[CH:4]=1.[OH:21][C:22]1[CH:27]=[CH:26][C:25](B(O)O)=[CH:24][CH:23]=1.C(=O)([O-])[O-].[K+].[K+].[Cl-].[Li+], predict the reaction product. The product is: [CH3:1][O:2][C:3]1[CH:8]=[CH:7][N:6]=[C:5]([CH2:9][CH2:10][C:11]2[NH:20][C:14]3=[N:15][CH:16]=[C:17]([C:25]4[CH:26]=[CH:27][C:22]([OH:21])=[CH:23][CH:24]=4)[CH:18]=[C:13]3[N:12]=2)[CH:4]=1. (6) Given the reactants [N:1]1([C:6]2[CH:11]=[CH:10][C:9]([CH2:12][C:13]([N:15]3[CH2:20][CH2:19][N:18]([CH:21]([CH3:33])[CH2:22][C:23]4[CH:32]=[CH:31][C:26]5[C:27](=[O:30])[O:28][CH2:29][C:25]=5[CH:24]=4)[CH2:17][CH2:16]3)=[O:14])=[CH:8][CH:7]=2)[CH:5]=[N:4][N:3]=[N:2]1.Cl.N1(C(=O)CC2C=CC(N3C=NN=N3)=CC=2)CCNC[CH2:36]1.C1(=O)C2C=C3C(=CC=2CO1)CC(=O)CC3, predict the reaction product. The product is: [N:1]1([C:6]2[CH:11]=[CH:10][C:9]([CH2:12][C:13]([N:15]3[CH2:20][CH2:19][N:18]([CH:21]4[CH2:33][CH2:36][C:32]5[C:23](=[CH:24][C:25]6[CH2:29][O:28][C:27](=[O:30])[C:26]=6[CH:31]=5)[CH2:22]4)[CH2:17][CH2:16]3)=[O:14])=[CH:8][CH:7]=2)[CH:5]=[N:4][N:3]=[N:2]1. (7) Given the reactants [Br:1][C:2]1[C:7](=[O:8])[N:6]2[CH:9]=[CH:10][CH:11]=[CH:12][C:5]2=[N:4][C:3]=1[CH3:13].[CH3:14][N:15]([CH3:29])[CH2:16][CH2:17][O:18][C:19]1[C:26]([O:27][CH3:28])=[CH:25][CH:24]=[CH:23][C:20]=1[CH:21]=O.[O-]CC.[Na+], predict the reaction product. The product is: [Br:1][C:2]1[C:7](=[O:8])[N:6]2[CH:9]=[CH:10][CH:11]=[CH:12][C:5]2=[N:4][C:3]=1/[CH:13]=[CH:21]/[C:20]1[CH:23]=[CH:24][CH:25]=[C:26]([O:27][CH3:28])[C:19]=1[O:18][CH2:17][CH2:16][N:15]([CH3:29])[CH3:14]. (8) Given the reactants Cl.[C:2]([O:6][C:7](=[O:13])[C@H:8]([CH:10]([CH3:12])[CH3:11])[NH2:9])([CH3:5])([CH3:4])[CH3:3].C(N(CC)CC)C.[N+:21]([C:24]1[CH:31]=[CH:30][CH:29]=[CH:28][C:25]=1[CH2:26]Cl)([O-:23])=[O:22], predict the reaction product. The product is: [C:2]([O:6][C:7](=[O:13])[C@@H:8]([NH:9][CH2:26][C:25]1[CH:28]=[CH:29][CH:30]=[CH:31][C:24]=1[N+:21]([O-:23])=[O:22])[CH:10]([CH3:11])[CH3:12])([CH3:5])([CH3:4])[CH3:3].